From a dataset of Full USPTO retrosynthesis dataset with 1.9M reactions from patents (1976-2016). Predict the reactants needed to synthesize the given product. Given the product [CH2:1]([N:8]([CH2:9][C:10]1[C:14]2[N:15]=[CH:16][N:17]=[C:18]([OH:19])[C:13]=2[NH:12][CH:11]=1)[CH2:30][C@@H:31]([OH:32])[CH2:35][OH:34])[C:2]1[CH:7]=[CH:6][CH:5]=[CH:4][CH:3]=1, predict the reactants needed to synthesize it. The reactants are: [CH2:1]([N:8]([CH2:30][C@@H:31]1[CH2:35][O:34]C(C)(C)[O:32]1)[CH2:9][C:10]1[C:14]2[N:15]=[CH:16][N:17]=[C:18]([O:19]C)[C:13]=2[N:12](COCC2C=CC=CC=2)[CH:11]=1)[C:2]1[CH:7]=[CH:6][CH:5]=[CH:4][CH:3]=1.C(Cl)Cl.